This data is from HIV replication inhibition screening data with 41,000+ compounds from the AIDS Antiviral Screen. The task is: Binary Classification. Given a drug SMILES string, predict its activity (active/inactive) in a high-throughput screening assay against a specified biological target. The compound is O=S(=O)(F)c1ccc(Cl)cc1C[PH](c1ccccc1)(c1ccccc1)c1ccccc1. The result is 0 (inactive).